From a dataset of Forward reaction prediction with 1.9M reactions from USPTO patents (1976-2016). Predict the product of the given reaction. (1) Given the reactants [F:1][C:2]1[CH:7]=[C:6]([I:8])[CH:5]=[CH:4][C:3]=1[NH:9][C:10]1[CH:11]=[N:12][CH:13]=[CH:14][C:15]=1[C:16]1[O:17][C:18](SC)=[N:19][N:20]=1.[NH:23]1[CH2:28][CH2:27][O:26][CH2:25][CH2:24]1, predict the reaction product. The product is: [F:1][C:2]1[CH:7]=[C:6]([I:8])[CH:5]=[CH:4][C:3]=1[NH:9][C:10]1[CH:11]=[N:12][CH:13]=[CH:14][C:15]=1[C:16]1[O:17][C:18]([N:23]2[CH2:28][CH2:27][O:26][CH2:25][CH2:24]2)=[N:19][N:20]=1. (2) Given the reactants CN(C=O)C.C(O)(=O)[CH2:7][C:8]([CH2:13][C:14](O)=O)([C:10]([OH:12])=O)O.[C:19](OCC)(=O)[CH3:20].[CH2:25]1[CH2:29][O:28][CH2:27][CH2:26]1, predict the reaction product. The product is: [OH:28][C:29]1[CH:25]=[C:26]2[C:14](=[CH:19][CH:20]=1)[CH:13]=[C:8]([CH:10]=[O:12])[CH:7]=[CH:27]2. (3) Given the reactants CB(O)O.P([O-])([O-])([O-])=O.[K+].[K+].[K+].[CH:13]1C=CC(P(C2C(C3C(P(C4C=CC=CC=4)C4C=CC=CC=4)=CC=C4C=3C=CC=C4)=C3C(C=CC=C3)=CC=2)C2C=CC=CC=2)=CC=1.Br[C:60]1[C:64]([CH3:65])=[CH:63][S:62][C:61]=1[C:66]([O:68][CH3:69])=[O:67], predict the reaction product. The product is: [CH3:13][C:60]1[C:64]([CH3:65])=[CH:63][S:62][C:61]=1[C:66]([O:68][CH3:69])=[O:67]. (4) Given the reactants [NH2:1][CH2:2][CH:3]([CH3:7])[C:4](O)=[O:5].[OH-].[Na+].[CH3:10][O:11][C:12]1[CH:20]=[CH:19][C:15]([C:16](Cl)=O)=[CH:14][CH:13]=1.Cl, predict the reaction product. The product is: [CH3:10][O:11][C:12]1[CH:20]=[CH:19][C:15]([CH2:16][NH:1][CH2:2][CH:3]([CH3:7])[CH2:4][OH:5])=[CH:14][CH:13]=1. (5) Given the reactants [CH:1]1[CH2:5][CH:4]=[CH:3][CH:2]=1.[CH2:6]([C:9]([CH3:11])=O)[CH2:7][CH3:8].N1CCCC1, predict the reaction product. The product is: [CH3:8][C:7]([CH2:6][CH2:9][CH3:11])=[C:2]1[CH:1]=[CH:5][CH:4]=[CH:3]1. (6) Given the reactants [C:1]([C@:9]([C:24]([OH:26])=[O:25])([OH:23])[C@:10]([C:15](=[O:22])[C:16]1[CH:21]=[CH:20][CH:19]=[CH:18][CH:17]=1)([OH:14])[C:11]([OH:13])=[O:12])(=[O:8])[C:2]1[CH:7]=[CH:6][CH:5]=[CH:4][CH:3]=1.[Cl:27][C:28]1[CH:43]=[CH:42][C:31]2[C@@H:32]3[CH2:40][N:39]([CH3:41])[CH2:38][C@H:33]3[CH2:34][NH:35][C:36](=[O:37])[C:30]=2[CH:29]=1.C([C@](C([O-])=O)(O)[C@](C(=O)C1C=CC=CC=1)(O)C([O-])=O)(=O)C1C=CC=CC=1.CO, predict the reaction product. The product is: [Cl:27][C:28]1[CH:43]=[CH:42][C:31]2[C@H:32]3[CH2:40][N:39]([CH3:41])[CH2:38][C@@H:33]3[CH2:34][NH:35][C:36](=[O:37])[C:30]=2[CH:29]=1.[C:15]([C@:10]([C:11]([O-:13])=[O:12])([OH:14])[C@:9]([C:1](=[O:8])[C:2]1[CH:7]=[CH:6][CH:5]=[CH:4][CH:3]=1)([OH:23])[C:24]([O-:26])=[O:25])(=[O:22])[C:16]1[CH:21]=[CH:20][CH:19]=[CH:18][CH:17]=1. (7) Given the reactants C([O:3][C:4]([C:6]1[N:7]=[C:8]2[CH:13]=[C:12]([CH2:14][CH2:15][CH3:16])[C:11]([CH2:17][N:18]3[CH:22]=[CH:21][N:20]=[C:19]3[C:23]3[CH:28]=[CH:27][CH:26]=[C:25]([F:29])[N:24]=3)=[N:10][N:9]2[CH:30]=1)=O)C.[OH-].[NH4+:32], predict the reaction product. The product is: [F:29][C:25]1[N:24]=[C:23]([C:19]2[N:18]([CH2:17][C:11]3[C:12]([CH2:14][CH2:15][CH3:16])=[CH:13][C:8]4[N:9]([CH:30]=[C:6]([C:4]([NH2:32])=[O:3])[N:7]=4)[N:10]=3)[CH:22]=[CH:21][N:20]=2)[CH:28]=[CH:27][CH:26]=1.